From a dataset of Forward reaction prediction with 1.9M reactions from USPTO patents (1976-2016). Predict the product of the given reaction. (1) Given the reactants [N+:1]([C:4]1[C:5]([C:10]([OH:12])=[O:11])=[N:6][CH:7]=[CH:8][CH:9]=1)([O-])=O.C(=O)([O-])O.[Na+].[H][H].Cl, predict the reaction product. The product is: [NH2:1][C:4]1[C:5]([C:10]([OH:12])=[O:11])=[N:6][CH:7]=[CH:8][CH:9]=1. (2) Given the reactants [N:1]([CH2:4][CH2:5][OH:6])=[N+:2]=[N-:3].[S:7](Cl)([C:10]1[CH:16]=[CH:15][C:13]([CH3:14])=[CH:12][CH:11]=1)(=[O:9])=[O:8], predict the reaction product. The product is: [N:1]([CH2:4][CH2:5][O:6][S:7]([C:10]1[CH:16]=[CH:15][C:13]([CH3:14])=[CH:12][CH:11]=1)(=[O:9])=[O:8])=[N+:2]=[N-:3]. (3) Given the reactants [CH2:1]([O:3][C:4]([C:6]1[NH:7][C:8]2[C:13]([CH:14]=1)=[CH:12][CH:11]=[C:10]([F:15])[C:9]=2[CH3:16])=[O:5])[CH3:2].[C:17]([O:21][C:22]([N:24]1[CH2:28][C@H:27]([CH3:29])OS1(=O)=O)=[O:23])([CH3:20])([CH3:19])[CH3:18], predict the reaction product. The product is: [CH2:1]([O:3][C:4]([C:6]1[N:7]([C@H:27]([CH3:29])[CH2:28][NH:24][C:22]([O:21][C:17]([CH3:20])([CH3:19])[CH3:18])=[O:23])[C:8]2[C:13]([CH:14]=1)=[CH:12][CH:11]=[C:10]([F:15])[C:9]=2[CH3:16])=[O:5])[CH3:2]. (4) Given the reactants C([O:5][C:6](=O)[NH:7][CH:8]1[CH2:13][CH2:12][CH:11]([N:14]2[C:19](=[O:20])[C:18]3[CH:21]=[C:22]([F:25])[CH:23]=[N:24][C:17]=3[N:16]([CH2:26][CH2:27][CH2:28][N:29]([CH3:31])[CH3:30])[C:15]2=[O:32])[CH2:10][CH2:9]1)(C)(C)C.Cl.O1CCOCC1.[F:41][C:42]1[CH:43]=[CH:44][C:45]2[N:46]([CH:48]=[C:49](C(O)=O)[N:50]=2)[CH:47]=1.C(N(CC)C(C)C)(C)C, predict the reaction product. The product is: [CH3:31][N:29]([CH3:30])[CH2:28][CH2:27][CH2:26][N:16]1[C:17]2[N:24]=[CH:23][C:22]([F:25])=[CH:21][C:18]=2[C:19](=[O:20])[N:14]([C@@H:11]2[CH2:10][CH2:9][C@H:8]([NH:7][C:6]([C:49]3[N:50]=[C:45]4[CH:44]=[CH:43][C:42]([F:41])=[CH:47][N:46]4[CH:48]=3)=[O:5])[CH2:13][CH2:12]2)[C:15]1=[O:32]. (5) Given the reactants C(=O)([O-])[O-].[Cs+].[Cs+].C1C=CC(P(C2C(C3C(P(C4C=CC=CC=4)C4C=CC=CC=4)=CC=C4C=3C=CC=C4)=C3C(C=CC=C3)=CC=2)C2C=CC=CC=2)=CC=1.[O:53]1[CH2:56][CH:55]([N:57]2[CH2:62][CH2:61][NH:60][CH2:59][CH2:58]2)[CH2:54]1.Br[C:64]1[C:65]([Cl:90])=[C:66]([N:73]([CH2:81][C:82]2[CH:87]=[CH:86][C:85]([O:88][CH3:89])=[CH:84][CH:83]=2)[C:74](=[O:80])[O:75][C:76]([CH3:79])([CH3:78])[CH3:77])[CH:67]=[C:68]([CH:70]([F:72])[F:71])[CH:69]=1.C1(C)C=CC=CC=1, predict the reaction product. The product is: [Cl:90][C:65]1[C:64]([N:60]2[CH2:61][CH2:62][N:57]([CH:55]3[CH2:56][O:53][CH2:54]3)[CH2:58][CH2:59]2)=[CH:69][C:68]([CH:70]([F:72])[F:71])=[CH:67][C:66]=1[N:73]([CH2:81][C:82]1[CH:83]=[CH:84][C:85]([O:88][CH3:89])=[CH:86][CH:87]=1)[C:74](=[O:80])[O:75][C:76]([CH3:79])([CH3:78])[CH3:77]. (6) Given the reactants [Cl:1][C:2]1[CH:3]=[C:4]2[C:9](=[CH:10][C:11]=1[O:12][CH3:13])[N:8]=[C:7]([CH3:14])[C:6](I)=[C:5]2[O:16][CH2:17][CH3:18].[F:19][C:20]([F:39])([F:38])[O:21][C:22]1[CH:37]=[CH:36][C:25]([O:26][C:27]2[CH:32]=[CH:31][C:30](B(O)O)=[CH:29][CH:28]=2)=[CH:24][CH:23]=1.C(=O)([O-])[O-].[K+].[K+], predict the reaction product. The product is: [Cl:1][C:2]1[CH:3]=[C:4]2[C:9](=[CH:10][C:11]=1[O:12][CH3:13])[N:8]=[C:7]([CH3:14])[C:6]([C:30]1[CH:29]=[CH:28][C:27]([O:26][C:25]3[CH:36]=[CH:37][C:22]([O:21][C:20]([F:19])([F:38])[F:39])=[CH:23][CH:24]=3)=[CH:32][CH:31]=1)=[C:5]2[O:16][CH2:17][CH3:18].